Dataset: Forward reaction prediction with 1.9M reactions from USPTO patents (1976-2016). Task: Predict the product of the given reaction. Given the reactants O.[C:2]([OH:14])(=[O:13])[CH2:3][C:4]([CH2:9][C:10]([OH:12])=[O:11])([C:6]([OH:8])=[O:7])[OH:5].[P:15]([O-:19])([O-:18])([O-:17])=[O:16].[Na+].[Na+].[Na+], predict the reaction product. The product is: [C:2]([O-:14])(=[O:13])[CH2:3][C:4]([CH2:9][C:10]([O-:12])=[O:11])([C:6]([O-:8])=[O:7])[OH:5].[P:15]([O-:19])([O-:18])([O-:17])=[O:16].